This data is from Peptide-MHC class I binding affinity with 185,985 pairs from IEDB/IMGT. The task is: Regression. Given a peptide amino acid sequence and an MHC pseudo amino acid sequence, predict their binding affinity value. This is MHC class I binding data. (1) The peptide sequence is NPNSPSITY. The MHC is HLA-A31:01 with pseudo-sequence HLA-A31:01. The binding affinity (normalized) is 0.0847. (2) The peptide sequence is VPRVHNQPQ. The MHC is HLA-A03:01 with pseudo-sequence HLA-A03:01. The binding affinity (normalized) is 0.0847. (3) The peptide sequence is TTTFITVLT. The MHC is HLA-A02:01 with pseudo-sequence HLA-A02:01. The binding affinity (normalized) is 0.284. (4) The peptide sequence is IQKNPDGSW. The MHC is HLA-B46:01 with pseudo-sequence HLA-B46:01. The binding affinity (normalized) is 0.0847. (5) The peptide sequence is LLDDGWAGE. The MHC is HLA-A02:03 with pseudo-sequence HLA-A02:03. The binding affinity (normalized) is 0.0847. (6) The binding affinity (normalized) is 0.941. The MHC is Mamu-A01 with pseudo-sequence Mamu-A01. The peptide sequence is ISTGVAEYL. (7) The peptide sequence is IHLDKGGQF. The MHC is HLA-B39:01 with pseudo-sequence HLA-B39:01. The binding affinity (normalized) is 0.0847. (8) The peptide sequence is WPLVNFHIL. The MHC is HLA-B83:01 with pseudo-sequence HLA-B83:01. The binding affinity (normalized) is 0.293. (9) The peptide sequence is EVEHRTRVR. The MHC is HLA-A02:01 with pseudo-sequence HLA-A02:01. The binding affinity (normalized) is 0.0847. (10) The peptide sequence is FHGVAKNPV. The MHC is HLA-A02:01 with pseudo-sequence HLA-A02:01. The binding affinity (normalized) is 0.0847.